This data is from Forward reaction prediction with 1.9M reactions from USPTO patents (1976-2016). The task is: Predict the product of the given reaction. (1) The product is: [NH2:8][C:7]1[C:2]([F:1])=[CH:3][C:4]([CH3:29])=[C:5]([N:11]2[CH2:16][C:15]3[CH:17]=[N:18][C:19]([NH:21][CH3:22])=[CH:20][C:14]=3[N:13]([CH:25]([CH3:27])[CH3:26])[C:12]2=[O:28])[CH:6]=1. Given the reactants [F:1][C:2]1[C:7]([N+:8]([O-])=O)=[CH:6][C:5]([N:11]2[CH2:16][C:15]3[CH:17]=[N:18][C:19]([N:21](OC)[CH3:22])=[CH:20][C:14]=3[N:13]([CH:25]([CH3:27])[CH3:26])[C:12]2=[O:28])=[C:4]([CH3:29])[CH:3]=1, predict the reaction product. (2) Given the reactants [CH3:1][Si:2]([CH3:16])([CH3:15])[C:3]#[C:4][CH2:5][N:6]1[CH:10]=[C:9]([C:11]([O:13][CH3:14])=[O:12])[N:8]=[N:7]1.CN(C)C=O.[Na].O=C1O[C@H]([C@H](CO)O)C(O)=C1O.[N:35]([Si](C)(C)C)=[N+:36]=[N-:37], predict the reaction product. The product is: [CH3:16][Si:2]([CH3:15])([CH3:1])[C:3]1[NH:37][N:36]=[N:35][C:4]=1[CH2:5][N:6]1[CH:10]=[C:9]([C:11]([O:13][CH3:14])=[O:12])[N:8]=[N:7]1.